This data is from Reaction yield outcomes from USPTO patents with 853,638 reactions. The task is: Predict the reaction yield, written as a fraction of the theoretical maximum amount of product (1.0 means a 100% yield; for example, 0.34 means a 34% yield). The reactants are [Br:1][C:2]1[N:3]([C:8]2[C:17]3[C:12](=[CH:13][CH:14]=[CH:15][CH:16]=3)[C:11]([CH:18]3[CH2:20][CH2:19]3)=[CH:10][CH:9]=2)[C:4]([SH:7])=[N:5][N:6]=1.Br[C:22]([CH3:31])([CH3:30])[C:23]([O:25][C:26]([CH3:29])([CH3:28])[CH3:27])=[O:24].C(N(C(C)C)CC)(C)C. The catalyst is CN(C=O)C. The product is [Br:1][C:2]1[N:3]([C:8]2[C:17]3[C:12](=[CH:13][CH:14]=[CH:15][CH:16]=3)[C:11]([CH:18]3[CH2:20][CH2:19]3)=[CH:10][CH:9]=2)[C:4]([S:7][C:22]([CH3:31])([CH3:30])[C:23]([O:25][C:26]([CH3:29])([CH3:28])[CH3:27])=[O:24])=[N:5][N:6]=1. The yield is 0.750.